This data is from Forward reaction prediction with 1.9M reactions from USPTO patents (1976-2016). The task is: Predict the product of the given reaction. Given the reactants [NH2:1][C:2]([CH3:29])([CH3:28])[CH2:3][NH:4][CH:5]([C:9]1[N:18]([CH2:19][C:20]2[CH:25]=[CH:24][CH:23]=[CH:22][CH:21]=2)[C:17](=[O:26])[C:16]2[C:11](=[CH:12][C:13]([Cl:27])=[CH:14][CH:15]=2)[N:10]=1)[CH:6]([CH3:8])[CH3:7].C(N(CC)CC)C.[F:37][C:38]1[CH:39]=[C:40]([CH:44]=[CH:45][C:46]=1[CH3:47])[C:41](Cl)=[O:42], predict the reaction product. The product is: [CH2:19]([N:18]1[C:17](=[O:26])[C:16]2[C:11](=[CH:12][C:13]([Cl:27])=[CH:14][CH:15]=2)[N:10]=[C:9]1[CH:5]([NH:4][CH2:3][C:2]([NH:1][C:41](=[O:42])[C:40]1[CH:44]=[CH:45][C:46]([CH3:47])=[C:38]([F:37])[CH:39]=1)([CH3:29])[CH3:28])[CH:6]([CH3:8])[CH3:7])[C:20]1[CH:21]=[CH:22][CH:23]=[CH:24][CH:25]=1.